Dataset: Catalyst prediction with 721,799 reactions and 888 catalyst types from USPTO. Task: Predict which catalyst facilitates the given reaction. (1) Reactant: [Cl:1][C:2]1[CH:6]=[CH:5][S:4][C:3]=1[C:7](=[O:16])[C:8]([C:10]1[CH:15]=[CH:14][N:13]=[CH:12][CH:11]=1)=[CH2:9].CO[CH:19](OC)[N:20](C)[CH3:21]. Product: [Cl:1][C:2]1[CH:6]=[CH:5][S:4][C:3]=1[C:7](=[O:16])[C:8]([C:10]1[CH:15]=[CH:14][N:13]=[CH:12][CH:11]=1)=[CH:9][N:20]([CH3:21])[CH3:19]. The catalyst class is: 35. (2) Reactant: O.[NH2:2][NH2:3].CO[C:6](=[O:30])[CH2:7][C:8]1[N:13]=[C:12]2[N:14]([C@@H:19]3[C:27]4[C:22](=[CH:23][C:24]([Br:28])=[CH:25][CH:26]=4)[CH2:21][CH2:20]3)[C:15]([CH2:17][CH3:18])=[N:16][C:11]2=[C:10]([CH3:29])[CH:9]=1. Product: [Br:28][C:24]1[CH:23]=[C:22]2[C:27](=[CH:26][CH:25]=1)[C@@H:19]([N:14]1[C:12]3=[N:13][C:8]([CH2:7][C:6]([NH:2][NH2:3])=[O:30])=[CH:9][C:10]([CH3:29])=[C:11]3[N:16]=[C:15]1[CH2:17][CH3:18])[CH2:20][CH2:21]2. The catalyst class is: 14. (3) Reactant: [C:1]1(=[O:7])[O:6][C:4](=[O:5])[CH:3]=[CH:2]1.[CH2:8]([O:10][CH2:11][CH2:12][O:13][C:14]([C:16]12[CH2:22][CH:19]([CH2:20][CH2:21]1)[CH:18]=[CH:17]2)=[O:15])[CH3:9].[C:23]12([C:30]([O:32][C:33]3([CH3:39])[CH2:38][CH2:37][CH2:36][CH2:35][CH2:34]3)=[O:31])[CH2:29][CH:26]([CH2:27][CH2:28]1)[CH:25]=[CH:24]2.C(OOC(=O)CCCCCCCCCCC)(=O)CCCCCCCCCCC. Product: [C:16]12([C:14]([O:13][CH2:12][CH2:11][O:10][CH2:8][CH3:9])=[O:15])[CH2:22][CH:19]([CH2:20][CH2:21]1)[CH:18]=[CH:17]2.[C:4]1(=[O:5])[O:6][C:1](=[O:7])[CH:2]=[CH:3]1.[C:23]12([C:30]([O:32][C:33]3([CH3:39])[CH2:38][CH2:37][CH2:36][CH2:35][CH2:34]3)=[O:31])[CH2:29][CH:26]([CH2:27][CH2:28]1)[CH:25]=[CH:24]2. The catalyst class is: 207. (4) Reactant: [F:1][C:2]1[N:10]=[C:9]2[C:5]([NH:6][CH:7]=[N:8]2)=[C:4](Cl)[N:3]=1.C(N(C(C)C)CC)(C)C.[C:21]1([SH:27])[CH:26]=[CH:25][CH:24]=[CH:23][CH:22]=1. Product: [F:1][C:2]1[N:10]=[C:9]2[C:5]([NH:6][CH:7]=[N:8]2)=[C:4]([S:27][C:21]2[CH:26]=[CH:25][CH:24]=[CH:23][CH:22]=2)[N:3]=1. The catalyst class is: 5. (5) Reactant: [NH2:1][CH:2]([CH2:13][C:14]1[CH:19]=[CH:18][C:17]([C:20]([F:23])([F:22])[F:21])=[CH:16][CH:15]=1)[CH:3]([C:5]1[CH:10]=[CH:9][C:8]([O:11][CH3:12])=[CH:7][CH:6]=1)[OH:4].[F:24][C:25]1[C:34]2[C:29](=[CH:30][CH:31]=[CH:32][CH:33]=2)[C:28]([C:35](O)=[O:36])=[CH:27][CH:26]=1.Cl.C(N=C=NCCCN(C)C)C.ON1C2C=CC=CC=2N=N1. Product: [F:24][C:25]1[C:34]2[C:29](=[CH:30][CH:31]=[CH:32][CH:33]=2)[C:28]([C:35]([NH:1][CH:2]([CH2:13][C:14]2[CH:19]=[CH:18][C:17]([C:20]([F:21])([F:22])[F:23])=[CH:16][CH:15]=2)[CH:3]([OH:4])[C:5]2[CH:6]=[CH:7][C:8]([O:11][CH3:12])=[CH:9][CH:10]=2)=[O:36])=[CH:27][CH:26]=1. The catalyst class is: 47.